From a dataset of Full USPTO retrosynthesis dataset with 1.9M reactions from patents (1976-2016). Predict the reactants needed to synthesize the given product. (1) Given the product [C:1]([O:5][C:6]([N:8]1[C:13]2[CH:14]=[C:15]([Cl:19])[C:16]([N:18]=[N+:49]=[N-:50])=[CH:17][C:12]=2[O:11][CH:10]([C:20]([N:22]2[CH2:27][CH2:26][C:25]([C:36]#[N:37])([CH2:28][C:29]3[CH:30]=[CH:31][C:32]([F:35])=[CH:33][CH:34]=3)[CH2:24][CH2:23]2)=[O:21])[CH2:9]1)=[O:7])([CH3:4])([CH3:2])[CH3:3], predict the reactants needed to synthesize it. The reactants are: [C:1]([O:5][C:6]([N:8]1[C:13]2[CH:14]=[C:15]([Cl:19])[C:16]([NH2:18])=[CH:17][C:12]=2[O:11][CH:10]([C:20]([N:22]2[CH2:27][CH2:26][C:25]([C:36]#[N:37])([CH2:28][C:29]3[CH:34]=[CH:33][C:32]([F:35])=[CH:31][CH:30]=3)[CH2:24][CH2:23]2)=[O:21])[CH2:9]1)=[O:7])([CH3:4])([CH3:3])[CH3:2].N(OC(C)(C)C)=O.[Si]([N:49]=[N+:50]=[N-])(C)(C)C. (2) Given the product [CH3:1][CH2:2][O:3][C:4]([C@@H:6]1[CH2:10][C@H:9]([NH2:11])[CH2:8][N:7]1[C:14]([O:16][C:17]([CH3:18])([CH3:20])[CH3:19])=[O:15])=[O:5], predict the reactants needed to synthesize it. The reactants are: [CH3:1][CH2:2][O:3][C:4]([C@@H:6]1[CH2:10][C@H:9]([N:11]=[N+]=[N-])[CH2:8][N:7]1[C:14]([O:16][C:17]([CH3:20])([CH3:19])[CH3:18])=[O:15])=[O:5]. (3) Given the product [Br:1][C:2]1[CH:7]=[CH:6][CH:5]=[CH:4][C:3]=1[CH2:8][CH2:9][S:11]([O-:14])(=[O:13])=[O:12].[Na+:15], predict the reactants needed to synthesize it. The reactants are: [Br:1][C:2]1[CH:7]=[CH:6][CH:5]=[CH:4][C:3]=1[CH2:8][CH2:9]Br.[S:11]([O-:14])([O-:13])=[O:12].[Na+:15].[Na+]. (4) Given the product [Cl:23][C:7]1[NH:8][C:9]2[C:5]([CH:6]=1)=[CH:4][CH:3]=[C:2]([Cl:1])[CH:10]=2, predict the reactants needed to synthesize it. The reactants are: [Cl:1][C:2]1[CH:10]=[C:9]2[C:5]([CH2:6][C:7](=O)[NH:8]2)=[CH:4][CH:3]=1.CN(C)C1C=CC=CC=1.O=P(Cl)(Cl)[Cl:23]. (5) Given the product [CH:29]([O:31][CH2:32][CH2:33][O:34][NH:35][C:20]([C:12]1[S:13][C:14]2[CH:19]=[CH:18][N:17]=[CH:16][C:15]=2[C:11]=1[NH:10][C:3]1[CH:4]=[CH:5][C:6]([S:8][CH3:9])=[CH:7][C:2]=1[F:1])=[O:21])=[CH2:30], predict the reactants needed to synthesize it. The reactants are: [F:1][C:2]1[CH:7]=[C:6]([S:8][CH3:9])[CH:5]=[CH:4][C:3]=1[NH:10][C:11]1[C:15]2[CH:16]=[N:17][CH:18]=[CH:19][C:14]=2[S:13][C:12]=1[C:20](O)=[O:21].C(Cl)(=O)C(Cl)=O.[CH:29]([O:31][CH2:32][CH2:33][O:34][NH2:35])=[CH2:30].CCN(C(C)C)C(C)C. (6) Given the product [Cl:1][C:2]1[CH:3]=[C:4]([CH:9]([NH:12][C:13]([C:15]2[NH:16][CH:17]=[C:18]([C:20]3[C:24]([C:25]4[CH:30]=[CH:29][C:28]([CH2:31][N:32]5[CH2:39][CH2:38][O:37][CH2:36][CH2:35]5)=[C:27]([Cl:33])[CH:26]=4)=[CH:23][NH:22][N:21]=3)[CH:19]=2)=[O:14])[CH2:10][OH:11])[CH:5]=[CH:6][C:7]=1[F:8], predict the reactants needed to synthesize it. The reactants are: [Cl:1][C:2]1[CH:3]=[C:4]([CH:9]([NH:12][C:13]([C:15]2[NH:16][CH:17]=[C:18]([C:20]3[C:24]([C:25]4[CH:30]=[CH:29][C:28]([CH2:31][NH2:32])=[C:27]([Cl:33])[CH:26]=4)=[CH:23][NH:22][N:21]=3)[CH:19]=2)=[O:14])[CH2:10][OH:11])[CH:5]=[CH:6][C:7]=1[F:8].Br[CH2:35][CH2:36][O:37][CH2:38][CH2:39]Br. (7) Given the product [NH:8]([C:6]([O:5][C:2]([CH3:1])([CH3:3])[CH3:4])=[O:7])[CH2:9][C:10]([NH:27][C@H:18]([C:16]([O:15][CH2:14][CH3:13])=[O:17])[CH2:19][C:20]1[CH:25]=[CH:24][C:23]([OH:26])=[CH:22][CH:21]=1)=[O:12], predict the reactants needed to synthesize it. The reactants are: [CH3:1][C:2]([O:5][C:6]([NH:8][CH2:9][C:10]([OH:12])=O)=[O:7])([CH3:4])[CH3:3].[CH3:13][CH2:14][O:15][C:16]([C@@H:18]([NH2:27])[CH2:19][C:20]1[CH:25]=[CH:24][C:23]([OH:26])=[CH:22][CH:21]=1)=[O:17].